The task is: Predict the product of the given reaction.. This data is from Forward reaction prediction with 1.9M reactions from USPTO patents (1976-2016). (1) Given the reactants [O:1]=[C:2]1[CH2:8][CH2:7][N:6]([C:9]([O:11][C:12]([CH3:15])([CH3:14])[CH3:13])=[O:10])[CH2:5][CH2:4][CH:3]1[C:16]([O:18][CH2:19][CH3:20])=[O:17].[CH3:21]C1C(=O)CCN(C(OC(C)(C)C)=O)C1, predict the reaction product. The product is: [CH3:21][CH:8]1[CH2:7][N:6]([C:9]([O:11][C:12]([CH3:15])([CH3:14])[CH3:13])=[O:10])[CH2:5][CH2:4][CH:3]([C:16]([O:18][CH2:19][CH3:20])=[O:17])[C:2]1=[O:1]. (2) Given the reactants [CH3:1][NH:2][C:3](=O)[CH2:4][CH2:5][CH2:6][CH2:7][CH2:8][CH2:9][CH2:10][C:11]1[CH:16]=[CH:15][CH:14]=[CH:13][CH:12]=1.[H-].[Al+3].[Li+].[H-].[H-].[H-], predict the reaction product. The product is: [CH3:1][NH:2][CH2:3][CH2:4][CH2:5][CH2:6][CH2:7][CH2:8][CH2:9][CH2:10][C:11]1[CH:12]=[CH:13][CH:14]=[CH:15][CH:16]=1. (3) Given the reactants [Br:1][C:2]1[CH:7]=[CH:6][C:5]([NH:8][C:9]2[C:10]([C:19](O)=[O:20])=[CH:11][C:12]3[NH:16][CH:15]=[N:14][C:13]=3[C:17]=2[F:18])=[C:4]([Cl:22])[CH:3]=1.C1C=[CH:25][C:26]2N(O)N=N[C:27]=2[CH:28]=1.C(N(CC)CC)C.Cl.C1([N:44](C)[OH:45])CC1.CCN=C=NCCCN(C)C.Cl, predict the reaction product. The product is: [CH:26]1([CH2:25][O:45][NH:44][C:19]([C:10]2[C:9]([NH:8][C:5]3[CH:6]=[CH:7][C:2]([Br:1])=[CH:3][C:4]=3[Cl:22])=[C:17]([F:18])[C:13]3[N:14]=[CH:15][NH:16][C:12]=3[CH:11]=2)=[O:20])[CH2:27][CH2:28]1. (4) Given the reactants C(OC(=O)[NH:7][C:8]1[C:9]2[CH:38]=[CH:37][CH:36]=[CH:35][C:10]=2[S:11][C:12]=1[N:13]([S:26]([C:29]1[CH:34]=[CH:33][CH:32]=[CH:31][CH:30]=1)(=[O:28])=[O:27])[CH2:14][C:15]1[CH:20]=[CH:19][C:18]([F:21])=[C:17]([C:22]([F:25])([F:24])[F:23])[CH:16]=1)(C)(C)C, predict the reaction product. The product is: [NH2:7][C:8]1[C:9]2[CH:38]=[CH:37][CH:36]=[CH:35][C:10]=2[S:11][C:12]=1[N:13]([CH2:14][C:15]1[CH:20]=[CH:19][C:18]([F:21])=[C:17]([C:22]([F:25])([F:24])[F:23])[CH:16]=1)[S:26]([C:29]1[CH:34]=[CH:33][CH:32]=[CH:31][CH:30]=1)(=[O:27])=[O:28]. (5) Given the reactants C(C1C(=O)[N:6](CC2C=CC(F)=C(F)C=2)N=C(C2C=CC(F)=C(C)C=2)C=1)(O)=O.[Cl:28][C:29]1[CH:56]=[CH:55][CH:54]=[CH:53][C:30]=1[CH2:31][N:32]1[C:37](=[O:38])[C:36]([CH2:39]OS(C)(=O)=O)=[CH:35][C:34]([C:45]2[CH:50]=[CH:49][C:48]([F:51])=[C:47]([CH3:52])[CH:46]=2)=[N:33]1.FC1C=C(C=CC=1F)CN1C(=O)C(CO)=CC(C2C=CC(F)=C(C)C=2)=N1, predict the reaction product. The product is: [NH2:6][CH2:39][C:36]1[C:37](=[O:38])[N:32]([CH2:31][C:30]2[CH:53]=[CH:54][CH:55]=[CH:56][C:29]=2[Cl:28])[N:33]=[C:34]([C:45]2[CH:50]=[CH:49][C:48]([F:51])=[C:47]([CH3:52])[CH:46]=2)[CH:35]=1.